From a dataset of Reaction yield outcomes from USPTO patents with 853,638 reactions. Predict the reaction yield, written as a fraction of the theoretical maximum amount of product (1.0 means a 100% yield; for example, 0.34 means a 34% yield). (1) The reactants are [CH2:1]([O:8][C:9](=[O:16])[NH:10][CH2:11][CH:12](C)CO)[C:2]1[CH:7]=[CH:6][CH:5]=[CH:4][CH:3]=1.[C:17]([O:21][C:22]([N:24]1[CH2:29][CH2:28][N:27]([C:30]2[CH:35]=[CH:34][CH:33]=[CH:32][C:31]=2[OH:36])[CH2:26][CH2:25]1)=[O:23])([CH3:20])([CH3:19])[CH3:18].[C:37]1(P(C2C=CC=CC=2)C2C=CC=CC=2)C=CC=CC=1.N(C(OC(C)C)=O)=NC(OC(C)C)=O. The catalyst is C1COCC1. The product is [C:17]([O:21][C:22]([N:24]1[CH2:25][CH2:26][N:27]([C:30]2[CH:35]=[CH:34][CH:33]=[CH:32][C:31]=2[O:36][CH2:37][CH:11]([NH:10][C:9]([O:8][CH2:1][C:2]2[CH:3]=[CH:4][CH:5]=[CH:6][CH:7]=2)=[O:16])[CH3:12])[CH2:28][CH2:29]1)=[O:23])([CH3:20])([CH3:18])[CH3:19]. The yield is 0.470. (2) The reactants are [Br:1][C:2]1[CH:7]=[CH:6][C:5]([C:8]2[C:9]([OH:15])=[CH:10][C:11]([OH:14])=[CH:12][CH:13]=2)=[CH:4][CH:3]=1.[OH-].[K+].[CH2:18](Br)[CH2:19][CH2:20][CH2:21][CH2:22][CH3:23]. The catalyst is CS(C)=O. The product is [Br:1][C:2]1[CH:7]=[CH:6][C:5]([C:8]2[CH:13]=[CH:12][C:11]([O:14][CH2:18][CH2:19][CH2:20][CH2:21][CH2:22][CH3:23])=[CH:10][C:9]=2[O:15][CH2:6][CH2:7][CH2:2][CH2:3][CH2:4][CH3:5])=[CH:4][CH:3]=1. The yield is 0.950. (3) The reactants are [Cl:1][C:2]1[N:3]=[CH:4][C:5]([NH2:8])=[N:6][CH:7]=1.[Br:9]N1C(=O)CCC1=O. The catalyst is ClCCl. The product is [Br:9][C:4]1[C:5]([NH2:8])=[N:6][CH:7]=[C:2]([Cl:1])[N:3]=1. The yield is 0.620. (4) The reactants are [CH3:1][S:2][C:3]1[CH:8]=[CH:7][CH:6]=[CH:5][C:4]=1[C:9]1[NH:13][CH:12]=[C:11]([CH:14]=[O:15])[CH:10]=1.ClC1C=CC=C(C(OO)=[O:24])C=1.S([O-])([O-])(=O)=S.[Na+].[Na+]. The catalyst is C(OCC)(=O)C. The product is [CH3:1][S:2]([C:3]1[CH:8]=[CH:7][CH:6]=[CH:5][C:4]=1[C:9]1[NH:13][CH:12]=[C:11]([CH:14]=[O:15])[CH:10]=1)=[O:24]. The yield is 0.750. (5) The reactants are [Br:1][C:2]1[CH:3]=[CH:4][C:5](F)=[N:6][CH:7]=1.CCN(C(C)C)C(C)C.[CH2:18]([NH:20][C@H:21]1[CH2:25][CH2:24][NH:23][CH2:22]1)[CH3:19]. The product is [Br:1][C:2]1[CH:3]=[CH:4][C:5]([N:23]2[CH2:24][CH2:25][C@H:21]([NH:20][CH2:18][CH3:19])[CH2:22]2)=[N:6][CH:7]=1. The catalyst is CC#N.CCOC(C)=O.[OH-].[Na+]. The yield is 0.550. (6) The reactants are [C:1](/[CH:3]=[CH:4]\[C:5]([O:7][CH2:8][CH3:9])=[O:6])#[N:2].[S:10]1C=CC=C1CC(O)=O.CCN(C(C)C)C(C)C.C1C[O:31][CH2:30][CH2:29]1. No catalyst specified. The product is [C:30]([S:10][CH:3]([C:1]#[N:2])[CH2:4][C:5]([O:7][CH2:8][CH3:9])=[O:6])(=[O:31])[CH3:29]. The yield is 0.650. (7) The reactants are FC(F)(F)S(O[C:7]1[C:8]2[S:22](=[O:24])(=[O:23])[CH2:21][CH2:20][C:9]=2[N:10]=[C:11]([C:13]2[CH:18]=[CH:17][CH:16]=[C:15]([Cl:19])[CH:14]=2)[N:12]=1)(=O)=O.[NH2:27][C:28]1[CH:33]=[CH:32][C:31]([CH2:34][CH2:35][OH:36])=[CH:30][CH:29]=1. No catalyst specified. The product is [Cl:19][C:15]1[CH:14]=[C:13]([C:11]2[N:12]=[C:7]([NH:27][C:28]3[CH:33]=[CH:32][C:31]([CH2:34][CH2:35][OH:36])=[CH:30][CH:29]=3)[C:8]3[S:22](=[O:24])(=[O:23])[CH2:21][CH2:20][C:9]=3[N:10]=2)[CH:18]=[CH:17][CH:16]=1. The yield is 0.650.